This data is from Catalyst prediction with 721,799 reactions and 888 catalyst types from USPTO. The task is: Predict which catalyst facilitates the given reaction. (1) Product: [C:1]([O:5][C:6]([N:8]1[CH2:9][CH2:10][CH:11]([C:14]2[N:15]=[C:16]([C:23]3[CH:24]=[CH:25][C:26]([C:29]([OH:31])=[O:30])=[CH:27][CH:28]=3)[C:17]([C:20](=[O:22])[NH2:21])=[CH:18][CH:19]=2)[CH2:12][CH2:13]1)=[O:7])([CH3:4])([CH3:2])[CH3:3]. Reactant: [C:1]([O:5][C:6]([N:8]1[CH2:13][CH2:12][CH:11]([C:14]2[CH:19]=[CH:18][C:17]([C:20](=[O:22])[NH2:21])=[C:16]([C:23]3[CH:28]=[CH:27][C:26]([C:29]([O:31]C)=[O:30])=[CH:25][CH:24]=3)[N:15]=2)[CH2:10][CH2:9]1)=[O:7])([CH3:4])([CH3:3])[CH3:2].[Li+].[OH-]. The catalyst class is: 20. (2) Reactant: [C:1]([O:5][C:6](=[O:34])[NH:7][C:8]([C:10]1[S:11][C:12]([S:32][CH3:33])=[C:13]([S:15]([C:18]2[CH:19]=[C:20]([C:24]3[C:29]([CH3:30])=[CH:28][CH:27]=[CH:26][C:25]=3[NH2:31])[CH:21]=[CH:22][CH:23]=2)(=[O:17])=[O:16])[CH:14]=1)=[NH:9])([CH3:4])([CH3:3])[CH3:2].Cl[C:36](OC1C=CC([N+]([O-])=O)=CC=1)=[O:37].N1C=CC=CC=1.C([O:56][P:57]([CH2:62][CH2:63][CH2:64][CH2:65][CH2:66][NH2:67])(=[O:61])[O:58]CC)C.C(N(CC)CC)C. Product: [C:1]([O:5][C:6]([NH:7][C:8](=[NH:9])[C:10]1[S:11][C:12]([S:32][CH3:33])=[C:13]([S:15]([C:18]2[CH:19]=[C:20]([C:24]3[C:29]([CH3:30])=[CH:28][CH:27]=[CH:26][C:25]=3[NH:31][C:36](=[O:37])[NH:67][CH2:66][CH2:65][CH2:64][CH2:63][CH2:62][P:57](=[O:61])([OH:56])[OH:58])[CH:21]=[CH:22][CH:23]=2)(=[O:17])=[O:16])[CH:14]=1)=[O:34])([CH3:4])([CH3:3])[CH3:2]. The catalyst class is: 2. (3) Reactant: [CH3:1][S:2]([C:5]1[CH:10]=[CH:9][C:8]([N:11]2[CH2:16][CH2:15][NH:14][CH2:13][CH2:12]2)=[CH:7][CH:6]=1)(=[O:4])=[O:3].[C:17]([O:21][C:22]([N:24]1[CH2:29][CH2:28][CH:27]([CH2:30][C:31](O)=[O:32])[CH2:26][CH2:25]1)=[O:23])([CH3:20])([CH3:19])[CH3:18].C1C=CC2N(O)N=NC=2C=1.O.CCN(C(C)C)C(C)C.CCN=C=NCCCN(C)C. Product: [C:17]([O:21][C:22]([N:24]1[CH2:29][CH2:28][CH:27]([CH2:30][C:31]([N:14]2[CH2:15][CH2:16][N:11]([C:8]3[CH:7]=[CH:6][C:5]([S:2]([CH3:1])(=[O:3])=[O:4])=[CH:10][CH:9]=3)[CH2:12][CH2:13]2)=[O:32])[CH2:26][CH2:25]1)=[O:23])([CH3:20])([CH3:19])[CH3:18]. The catalyst class is: 3. (4) Reactant: [Cl:1][C:2]1[N:7]=[CH:6][C:5]([C:8]2[CH:13]=[CH:12][C:11]([C:14]3[N:18]([S:19]([C:22]4[CH:23]=[N:24][CH:25]=[CH:26][CH:27]=4)(=[O:21])=[O:20])[CH:17]=[C:16]([CH2:28][N:29](C)[C:30](=O)OC(C)(C)C)[CH:15]=3)=[CH:10][N:9]=2)=[CH:4][CH:3]=1.C(OCC)(=O)C.Cl. Product: [Cl:1][C:2]1[N:7]=[CH:6][C:5]([C:8]2[CH:13]=[CH:12][C:11]([C:14]3[N:18]([S:19]([C:22]4[CH:23]=[N:24][CH:25]=[CH:26][CH:27]=4)(=[O:21])=[O:20])[CH:17]=[C:16]([CH2:28][NH:29][CH3:30])[CH:15]=3)=[CH:10][N:9]=2)=[CH:4][CH:3]=1. The catalyst class is: 8. (5) Reactant: [F:1][C:2]1[C:3]([C:22]([F:25])([F:24])[F:23])=[C:4]([CH:9]2[CH2:14][CH2:13][N:12](C(OC(C)(C)C)=O)[CH2:11][CH2:10]2)[CH:5]=[C:6]([F:8])[CH:7]=1.C(Cl)[Cl:27]. Product: [ClH:27].[F:1][C:2]1[C:3]([C:22]([F:25])([F:24])[F:23])=[C:4]([CH:9]2[CH2:10][CH2:11][NH:12][CH2:13][CH2:14]2)[CH:5]=[C:6]([F:8])[CH:7]=1. The catalyst class is: 33.